From a dataset of Catalyst prediction with 721,799 reactions and 888 catalyst types from USPTO. Predict which catalyst facilitates the given reaction. (1) Reactant: [NH2:1][C:2]1[CH:11]=[C:10]2[C:5]([C:6]([CH3:13])=[CH:7][C:8](=[O:12])[NH:9]2)=[CH:4][CH:3]=1.[H-].[Na+].[CH3:16]I. Product: [NH2:1][C:2]1[CH:11]=[C:10]2[C:5]([C:6]([CH3:13])=[CH:7][C:8](=[O:12])[N:9]2[CH3:16])=[CH:4][CH:3]=1. The catalyst class is: 3. (2) Reactant: O.[OH-].[Li+].[CH:4]1([C@@:10]([C:38]([O:40]C)=[O:39])([CH3:37])[NH:11][C:12]([C:14]2[C:23]([NH:24][C:25]([NH:27][C:28]3[C:33]([Cl:34])=[CH:32][C:31]([Cl:35])=[CH:30][C:29]=3[Cl:36])=[O:26])=[CH:22][C:21]3[C:16](=[CH:17][CH:18]=[CH:19][CH:20]=3)[CH:15]=2)=[O:13])[CH2:9][CH2:8][CH2:7][CH2:6][CH2:5]1.CO.Cl. The catalyst class is: 20. Product: [CH:4]1([C@@:10]([C:38]([OH:40])=[O:39])([CH3:37])[NH:11][C:12]([C:14]2[C:23]([NH:24][C:25]([NH:27][C:28]3[C:33]([Cl:34])=[CH:32][C:31]([Cl:35])=[CH:30][C:29]=3[Cl:36])=[O:26])=[CH:22][C:21]3[C:16](=[CH:17][CH:18]=[CH:19][CH:20]=3)[CH:15]=2)=[O:13])[CH2:9][CH2:8][CH2:7][CH2:6][CH2:5]1. (3) Reactant: [C:1](OC(=O)C)(=[O:3])[CH3:2].[C:8]([O:12][C:13]([N:15]1[C@@H:20]([C@@H:21]([OH:36])[C@@H:22]([NH2:35])[CH2:23][C:24]2[CH:29]=[C:28]([F:30])[CH:27]=[C:26]([O:31][CH2:32][CH2:33][CH3:34])[CH:25]=2)[CH2:19][O:18][C@@H:17]([O:37][CH2:38][C:39]([CH3:43])([CH3:42])[CH2:40][F:41])[C@@H:16]1[CH3:44])=[O:14])([CH3:11])([CH3:10])[CH3:9].C(N(CC)CC)C. Product: [C:8]([O:12][C:13]([N:15]1[C@@H:20]([C@@H:21]([OH:36])[C@@H:22]([NH:35][C:1](=[O:3])[CH3:2])[CH2:23][C:24]2[CH:29]=[C:28]([F:30])[CH:27]=[C:26]([O:31][CH2:32][CH2:33][CH3:34])[CH:25]=2)[CH2:19][O:18][C@@H:17]([O:37][CH2:38][C:39]([CH3:42])([CH3:43])[CH2:40][F:41])[C@@H:16]1[CH3:44])=[O:14])([CH3:11])([CH3:10])[CH3:9]. The catalyst class is: 4.